Dataset: Catalyst prediction with 721,799 reactions and 888 catalyst types from USPTO. Task: Predict which catalyst facilitates the given reaction. (1) Product: [O:17]=[S:14]1(=[O:18])[CH2:15][CH2:16][CH:11]([O:10][C:5]2[CH:4]=[CH:3][C:2]([B:19]3[O:23][C:22]([CH3:25])([CH3:24])[C:21]([CH3:27])([CH3:26])[O:20]3)=[CH:9][C:6]=2[C:7]#[N:8])[CH2:12][CH2:13]1. Reactant: Br[C:2]1[CH:3]=[CH:4][C:5]([O:10][CH:11]2[CH2:16][CH2:15][S:14](=[O:18])(=[O:17])[CH2:13][CH2:12]2)=[C:6]([CH:9]=1)[C:7]#[N:8].[B:19]1([B:19]2[O:23][C:22]([CH3:25])([CH3:24])[C:21]([CH3:27])([CH3:26])[O:20]2)[O:23][C:22]([CH3:25])([CH3:24])[C:21]([CH3:27])([CH3:26])[O:20]1.C([O-])(=O)C.[K+]. The catalyst class is: 140. (2) Reactant: [C:1]1([CH2:7][C:8](=O)[CH2:9][C:10]([C:12]2([CH2:25][CH2:26][O:27][Si:28]([C:31]([CH3:34])([CH3:33])[CH3:32])([CH3:30])[CH3:29])[CH2:17][CH2:16][N:15]([C:18]([O:20][C:21]([CH3:24])([CH3:23])[CH3:22])=[O:19])[CH2:14][CH2:13]2)=O)[CH:6]=[CH:5][CH:4]=[CH:3][CH:2]=1.O.[NH2:37][NH2:38]. Product: [C:21]([O:20][C:18]([N:15]1[CH2:16][CH2:17][C:12]([CH2:25][CH2:26][O:27][Si:28]([C:31]([CH3:34])([CH3:33])[CH3:32])([CH3:30])[CH3:29])([C:10]2[NH:38][N:37]=[C:8]([CH2:7][C:1]3[CH:6]=[CH:5][CH:4]=[CH:3][CH:2]=3)[CH:9]=2)[CH2:13][CH2:14]1)=[O:19])([CH3:24])([CH3:23])[CH3:22]. The catalyst class is: 8. (3) Reactant: O[CH:2]=[C:3]([CH2:7][CH:8]([CH3:10])[CH3:9])[C:4](=[O:6])[CH3:5].C(Cl)(=O)C([Cl:14])=O.[OH-].[Na+]. Product: [Cl:14][CH:2]=[C:3]([CH2:7][CH:8]([CH3:10])[CH3:9])[C:4](=[O:6])[CH3:5]. The catalyst class is: 22. (4) Product: [CH3:6][C:2]([C:7]1[CH:12]=[C:11]([F:13])[CH:10]=[CH:9][C:8]=1[O:14][CH3:15])([CH3:1])[CH2:3][CH:4]=[O:5]. The catalyst class is: 2. Reactant: [CH3:1][C:2]([C:7]1[CH:12]=[C:11]([F:13])[CH:10]=[CH:9][C:8]=1[O:14][CH3:15])([CH3:6])[CH2:3][CH2:4][OH:5].[Cr](Cl)([O-])(=O)=O.[NH+]1C=CC=CC=1.